From a dataset of Reaction yield outcomes from USPTO patents with 853,638 reactions. Predict the reaction yield, written as a fraction of the theoretical maximum amount of product (1.0 means a 100% yield; for example, 0.34 means a 34% yield). (1) The reactants are [NH2:1][CH:2]([CH2:6][C:7]1[CH:12]=[CH:11][CH:10]=[CH:9][CH:8]=1)[C:3]([OH:5])=[O:4].C([O-])([O-])=O.[Na+].[Na+].Cl[C:20]([O:22][CH3:23])=[O:21]. The catalyst is [OH-].[Na+]. The product is [CH3:23][O:22][C:20]([NH:1][CH:2]([CH2:6][C:7]1[CH:12]=[CH:11][CH:10]=[CH:9][CH:8]=1)[C:3]([OH:5])=[O:4])=[O:21]. The yield is 0.870. (2) The reactants are [N+:1]([C:4]1[CH:5]=[N:6][C:7]([O:10][C:11]2[CH:16]=[CH:15][CH:14]=[CH:13][CH:12]=2)=[CH:8][CH:9]=1)([O-])=O.C(OCC)(=O)C. The catalyst is [Pd].C(O)C. The product is [NH2:1][C:4]1[CH:5]=[N:6][C:7]([O:10][C:11]2[CH:16]=[CH:15][CH:14]=[CH:13][CH:12]=2)=[CH:8][CH:9]=1. The yield is 0.860. (3) The reactants are [C:1]1([CH:8]=[CH:7][CH:6]=[C:4]([OH:5])[CH:3]=1)[OH:2].[CH2:9]([N:16]1[CH:20]=[CH:19][CH:18]=[C:17]1[C:21]1[N:26]=[C:25](Cl)[N:24]=[C:23](Cl)[N:22]=1)[C:10]1[CH:15]=[CH:14][CH:13]=[CH:12][CH:11]=1.[Cl-].[Cl-].[Cl-].[Al+3]. The catalyst is C1(C)C(C)=CC=CC=1. The product is [CH2:9]([N:16]1[CH:20]=[CH:19][CH:18]=[C:17]1[C:21]1[N:26]=[C:25]([C:6]2[CH:7]=[CH:8][C:1]([OH:2])=[CH:3][C:4]=2[OH:5])[N:24]=[C:23]([C:6]2[CH:7]=[CH:8][C:1]([OH:2])=[CH:3][C:4]=2[OH:5])[N:22]=1)[C:10]1[CH:15]=[CH:14][CH:13]=[CH:12][CH:11]=1. The yield is 1.00. (4) The reactants are [OH:1][C@@H:2]1[CH2:10][C@@H:5]2[O:6][CH:7]([OH:9])[CH2:8][C@@H:4]2[C@H:3]1[CH2:11][CH2:12][C@@H:13]([O:22]C1CCCCO1)[CH2:14][CH2:15][C:16]1[CH:21]=[CH:20][CH:19]=[CH:18][CH:17]=1.C(O)(=O)C.C1COCC1.[OH-].[K+]. The catalyst is O. The product is [OH:1][C@@H:2]1[CH2:10][C@@H:5]2[O:6][CH:7]([OH:9])[CH2:8][C@@H:4]2[C@H:3]1[CH2:11][CH2:12][C@@H:13]([OH:22])[CH2:14][CH2:15][C:16]1[CH:17]=[CH:18][CH:19]=[CH:20][CH:21]=1. The yield is 0.430. (5) The reactants are [NH2:1][C@@H:2]1[CH2:7][CH2:6][C@H:5]([N:8]2[C:13](=[O:14])[C:12]3[CH:15]=[C:16]([F:19])[CH:17]=[N:18][C:11]=3[N:10]([C:20]3[CH:21]=[C:22]([C:26]4[CH:31]=[CH:30][CH:29]=[CH:28][CH:27]=4)[CH:23]=[CH:24][CH:25]=3)[C:9]2=[O:32])[CH2:4][CH2:3]1.CCN(C(C)C)C(C)C.[C:42](Cl)(=[O:44])[CH3:43]. The catalyst is ClCCl. The product is [C:22]1([C:26]2[CH:31]=[CH:30][CH:29]=[CH:28][CH:27]=2)[CH:23]=[CH:24][CH:25]=[C:20]([N:10]2[C:11]3[N:18]=[CH:17][C:16]([F:19])=[CH:15][C:12]=3[C:13](=[O:14])[N:8]([C@@H:5]3[CH2:6][CH2:7][C@H:2]([NH:1][C:42](=[O:44])[CH3:43])[CH2:3][CH2:4]3)[C:9]2=[O:32])[CH:21]=1. The yield is 0.430. (6) The reactants are [ClH:1].O1CCOCC1.[C:8]([C:10]1[CH:11]=[C:12]([C:20]2[O:24][N:23]=[C:22]([C:25]3[CH:49]=[CH:48][C:28]4[CH2:29][CH2:30][N:31]([C:34]([C@@H:36]([NH:40]C(=O)OC(C)(C)C)[C@H:37]([OH:39])[CH3:38])=[O:35])[CH2:32][CH2:33][C:27]=4[CH:26]=3)[N:21]=2)[CH:13]=[N:14][C:15]=1[O:16][CH:17]([CH3:19])[CH3:18])#[N:9]. The catalyst is C(Cl)Cl. The product is [ClH:1].[CH3:19][CH:17]([O:16][C:15]1[C:10]([C:8]#[N:9])=[CH:11][C:12]([C:20]2[O:24][N:23]=[C:22]([C:25]3[CH:49]=[CH:48][C:28]4[CH2:29][CH2:30][N:31]([C:34](=[O:35])[C@H:36]([C@@H:37]([CH3:38])[OH:39])[NH2:40])[CH2:32][CH2:33][C:27]=4[CH:26]=3)[N:21]=2)=[CH:13][N:14]=1)[CH3:18]. The yield is 0.870. (7) The reactants are [Br:1][CH:2]([CH3:9])[C:3](=[O:8])[C:4]([O:6][CH3:7])=[O:5].[NH2:10][C:11]1[CH:16]=[CH:15][C:14]([Cl:17])=[CH:13][N:12]=1. The catalyst is COCCOC. The product is [BrH:1].[Cl:17][C:14]1[CH:15]=[CH:16][C:11](=[NH:10])[N:12]([CH:2]([CH3:9])[C:3](=[O:8])[C:4]([O:6][CH3:7])=[O:5])[CH:13]=1. The yield is 0.620. (8) The catalyst is CS(O)(=O)=O. The reactants are O=P12OP3(OP(OP(O3)(O1)=O)(=O)O2)=O.[Cl:15][C:16]1[CH:30]=[CH:29][C:28]([N+:31]([O-:33])=[O:32])=[CH:27][C:17]=1[C:18]([NH:20][CH2:21][CH:22]([O:25]C)OC)=O. The product is [Cl:15][C:16]1[CH:30]=[CH:29][C:28]([N+:31]([O-:33])=[O:32])=[CH:27][C:17]=1[C:18]1[O:25][CH:22]=[CH:21][N:20]=1. The yield is 0.940.